Dataset: Forward reaction prediction with 1.9M reactions from USPTO patents (1976-2016). Task: Predict the product of the given reaction. (1) Given the reactants [NH2:1][C:2]1[S:3][C:4]([CH2:11][CH3:12])=[CH:5][C:6]=1[C:7]([O:9]C)=O.Cl[C:14](Cl)([O:16]C(=O)OC(Cl)(Cl)Cl)Cl.C(N(CC)CC)C.[CH3:32][O:33][C:34]1[CH:39]=[C:38]([O:40][CH3:41])[CH:37]=[CH:36][C:35]=1[CH2:42][NH2:43], predict the reaction product. The product is: [CH3:32][O:33][C:34]1[CH:39]=[C:38]([O:40][CH3:41])[CH:37]=[CH:36][C:35]=1[CH2:42][N:43]1[C:7](=[O:9])[C:6]2[CH:5]=[C:4]([CH2:11][CH3:12])[S:3][C:2]=2[NH:1][C:14]1=[O:16]. (2) Given the reactants [CH2:1]=[C:2]1[C@H:19]2[C@@:14]([CH3:21])([CH2:15][CH2:16][C@H:17]([OH:20])[CH2:18]2)[C@H:13]2[C@@H:4]([C@@H:5]3[C@:9]([CH2:11][CH2:12]2)([CH3:10])[C@H:8]([OH:22])[C:7](=[CH:23][C:24]2[CH:29]=[CH:28][CH:27]=[CH:26][CH:25]=2)[CH2:6]3)[CH2:3]1.[C:30](OC(C)=O)([CH3:32])=[O:31].CCN([CH2:42][CH3:43])CC.C([O-])(O)=[O:45].[Na+], predict the reaction product. The product is: [C:30]([O:20][C@H:17]1[CH2:16][CH2:15][C@:14]2([CH3:21])[C@H:19]([C:2](=[CH2:1])[CH2:3][C@H:4]3[C@H:13]2[CH2:12][CH2:11][C@:9]2([CH3:10])[C@@H:5]3[CH2:6][C:7](=[CH:23][C:24]3[CH:25]=[CH:26][CH:27]=[CH:28][CH:29]=3)[C@H:8]2[O:22][C:42](=[O:45])[CH3:43])[CH2:18]1)(=[O:31])[CH3:32]. (3) Given the reactants Cl[Si](C)(C)C.[NH2:6][C:7]1[C:12]([C:13]([F:16])([F:15])[F:14])=[CH:11][C:10]([CH2:17][C@@H:18]([O:34]CC2C=CC=CC=2)[C:19]([N:21]2[CH2:26][CH2:25][CH:24]([N:27]3[CH2:32][CH2:31][N:30]([CH3:33])[CH2:29][CH2:28]3)[CH2:23][CH2:22]2)=[O:20])=[CH:9][C:8]=1[Cl:42].[Na+].[I-].N, predict the reaction product. The product is: [NH2:6][C:7]1[C:12]([C:13]([F:14])([F:15])[F:16])=[CH:11][C:10]([CH2:17][C@@H:18]([OH:34])[C:19]([N:21]2[CH2:26][CH2:25][CH:24]([N:27]3[CH2:28][CH2:29][N:30]([CH3:33])[CH2:31][CH2:32]3)[CH2:23][CH2:22]2)=[O:20])=[CH:9][C:8]=1[Cl:42]. (4) Given the reactants [NH2:1][C:2]1[C:10]([Cl:11])=[CH:9][CH:8]=[CH:7][C:3]=1[C:4]([OH:6])=[O:5].FC1C=CC=CC=1C(Cl)=O.[CH3:22][O:23][C:24]1[CH:32]=[CH:31][CH:30]=[CH:29][C:25]=1[C:26](Cl)=O, predict the reaction product. The product is: [Cl:11][C:10]1[C:2]2[N:1]=[C:26]([C:25]3[CH:29]=[CH:30][CH:31]=[CH:32][C:24]=3[O:23][CH3:22])[O:5][C:4](=[O:6])[C:3]=2[CH:7]=[CH:8][CH:9]=1. (5) Given the reactants Br[C:2]1[CH:7]=[CH:6][C:5]([S:8]([CH2:11][CH2:12][CH2:13][OH:14])(=[O:10])=[O:9])=[CH:4][CH:3]=1.[CH3:15][C@@H:16]1[CH2:20][CH2:19][CH2:18][N:17]1[CH2:21][CH2:22][C:23]1[CH:28]=[CH:27][C:26](B(O)O)=[CH:25][CH:24]=1, predict the reaction product. The product is: [CH3:15][C@@H:16]1[CH2:20][CH2:19][CH2:18][N:17]1[CH2:21][CH2:22][C:23]1[CH:28]=[CH:27][C:26]([C:2]2[CH:7]=[CH:6][C:5]([S:8]([CH2:11][CH2:12][CH2:13][OH:14])(=[O:10])=[O:9])=[CH:4][CH:3]=2)=[CH:25][CH:24]=1. (6) Given the reactants [CH3:1][O:2][C:3](=[O:18])[C:4]([C:14](=O)[CH2:15][CH3:16])=[CH:5][C:6]1[CH:11]=[C:10]([Cl:12])[CH:9]=[C:8]([Cl:13])[CH:7]=1.C[NH:20][C:21](=[NH:23])[SH:22].S([O-])([O-])(=O)=O.[C:29]([O-])(=O)C.[Na+], predict the reaction product. The product is: [CH3:1][O:2][C:3]([C:4]1[CH:5]([C:6]2[CH:11]=[C:10]([Cl:12])[CH:9]=[C:8]([Cl:13])[CH:7]=2)[N:23]=[C:21]([S:22][CH3:29])[NH:20][C:14]=1[CH2:15][CH3:16])=[O:18]. (7) Given the reactants Cl[C:2]1[N:7]=[C:6](Cl)[C:5]([F:9])=[CH:4][N:3]=1.[F:10][C:11]1[CH:12]=[C:13]([CH:15]=[CH:16][C:17]=1[C:18]([F:21])([F:20])[F:19])[NH2:14], predict the reaction product. The product is: [F:10][C:11]1[CH:12]=[C:13]([NH:14][C:2]2[N:7]=[C:6]([NH:14][C:13]3[CH:15]=[CH:16][C:17]([C:18]([F:19])([F:20])[F:21])=[C:11]([F:10])[CH:12]=3)[C:5]([F:9])=[CH:4][N:3]=2)[CH:15]=[CH:16][C:17]=1[C:18]([F:19])([F:20])[F:21]. (8) The product is: [NH2:8][C:5]1[C:4]([NH:16][S:17]([CH3:20])(=[O:19])=[O:18])=[CH:3][C:2]([Br:1])=[CH:7][N:6]=1. Given the reactants [Br:1][C:2]1[CH:3]=[C:4]([NH:16][S:17]([CH3:20])(=[O:19])=[O:18])[C:5]([NH:8]C(=O)OC(C)(C)C)=[N:6][CH:7]=1, predict the reaction product.